Dataset: NCI-60 drug combinations with 297,098 pairs across 59 cell lines. Task: Regression. Given two drug SMILES strings and cell line genomic features, predict the synergy score measuring deviation from expected non-interaction effect. Drug 1: CCCCC(=O)OCC(=O)C1(CC(C2=C(C1)C(=C3C(=C2O)C(=O)C4=C(C3=O)C=CC=C4OC)O)OC5CC(C(C(O5)C)O)NC(=O)C(F)(F)F)O. Drug 2: CN(C(=O)NC(C=O)C(C(C(CO)O)O)O)N=O. Cell line: OVCAR-5. Synergy scores: CSS=3.61, Synergy_ZIP=-6.48, Synergy_Bliss=-4.86, Synergy_Loewe=-34.6, Synergy_HSA=-6.79.